This data is from Full USPTO retrosynthesis dataset with 1.9M reactions from patents (1976-2016). The task is: Predict the reactants needed to synthesize the given product. (1) The reactants are: [Cl:1][C:2]1[CH:3]=[CH:4][C:5]2[N:11]3[CH:12]=[CH:13][CH:14]=[C:10]3[CH:9]([CH2:15][C:16]([N:18]3[CH2:23][CH2:22][CH:21]([CH2:24][C:25]([O:27][CH2:28][CH3:29])=[O:26])[CH2:20][CH2:19]3)=[O:17])[O:8][CH:7]([C:30]3[C:35]([O:36][CH3:37])=[C:34]([O:38][CH3:39])[CH:33]=[CH:32][N:31]=3)[C:6]=2[CH:40]=1. Given the product [Cl:1][C:2]1[CH:3]=[CH:4][C:5]2[N:11]3[CH:12]=[CH:13][CH:14]=[C:10]3[C@@H:9]([CH2:15][C:16]([N:18]3[CH2:23][CH2:22][CH:21]([CH2:24][C:25]([O:27][CH2:28][CH3:29])=[O:26])[CH2:20][CH2:19]3)=[O:17])[O:8][C@@H:7]([C:30]3[C:35]([O:36][CH3:37])=[C:34]([O:38][CH3:39])[CH:33]=[CH:32][N:31]=3)[C:6]=2[CH:40]=1.[Cl:1][C:2]1[CH:3]=[CH:4][C:5]2[N:11]3[CH:12]=[CH:13][CH:14]=[C:10]3[C@H:9]([CH2:15][C:16]([N:18]3[CH2:23][CH2:22][CH:21]([CH2:24][C:25]([O:27][CH2:28][CH3:29])=[O:26])[CH2:20][CH2:19]3)=[O:17])[O:8][C@H:7]([C:30]3[C:35]([O:36][CH3:37])=[C:34]([O:38][CH3:39])[CH:33]=[CH:32][N:31]=3)[C:6]=2[CH:40]=1, predict the reactants needed to synthesize it. (2) The reactants are: [Cl:1][C:2]1[CH:33]=[CH:32][CH:31]=[C:30]([C:34]([F:37])([F:36])[F:35])[C:3]=1[C:4]([N:6]1[C:14]2[C:9](=[N:10][CH:11]=[C:12]([CH2:15][C:16](O)=[O:17])[CH:13]=2)[C:8]([C:19]2[CH:24]=[CH:23][C:22]([C:25]([O:27][CH3:28])=[O:26])=[CH:21][C:20]=2[F:29])=[N:7]1)=[O:5].[NH4+].[Cl-].C[N:41](C(ON1N=NC2C=CC=NC1=2)=[N+](C)C)C.F[P-](F)(F)(F)(F)F.CCN(CC)CC. Given the product [NH2:41][C:16](=[O:17])[CH2:15][C:12]1[CH:13]=[C:14]2[N:6]([C:4](=[O:5])[C:3]3[C:30]([C:34]([F:35])([F:37])[F:36])=[CH:31][CH:32]=[CH:33][C:2]=3[Cl:1])[N:7]=[C:8]([C:19]3[CH:24]=[CH:23][C:22]([C:25]([O:27][CH3:28])=[O:26])=[CH:21][C:20]=3[F:29])[C:9]2=[N:10][CH:11]=1, predict the reactants needed to synthesize it. (3) Given the product [F:1][C:2]1([F:15])[CH2:7][CH2:6][N:5]([CH:8]2[CH2:13][CH2:12][C:11]([N:16]3[CH2:20][CH2:19][CH2:18][CH2:17]3)=[CH:10][CH2:9]2)[CH2:4][CH2:3]1, predict the reactants needed to synthesize it. The reactants are: [F:1][C:2]1([F:15])[CH2:7][CH2:6][N:5]([CH:8]2[CH2:13][CH2:12][C:11](=O)[CH2:10][CH2:9]2)[CH2:4][CH2:3]1.[NH:16]1[CH2:20][CH2:19][CH2:18][CH2:17]1.C1(C)C=CC(S(O)(=O)=O)=CC=1. (4) Given the product [CH3:29][C:20]1[CH:19]=[C:17]([NH:18][C:11]([NH:10][S:7]([C:2]2[CH:3]=[CH:4][CH:5]=[CH:6][C:1]=2[CH3:13])(=[O:9])=[O:8])=[O:12])[CH:16]=[C:15]([CH3:14])[C:21]=1[S:22]([CH2:25][N+:26]([O-:28])=[O:27])(=[O:24])=[O:23], predict the reactants needed to synthesize it. The reactants are: [C:1]1([CH3:13])[C:2]([S:7]([N:10]=[C:11]=[O:12])(=[O:9])=[O:8])=[CH:3][CH:4]=[CH:5][CH:6]=1.[CH3:14][C:15]1[CH:16]=[C:17]([CH:19]=[C:20]([CH3:29])[C:21]=1[S:22]([CH2:25][N+:26]([O-:28])=[O:27])(=[O:24])=[O:23])[NH2:18]. (5) Given the product [N:4]1[CH:5]=[CH:6][CH:7]=[N:8][C:3]=1[C:1]1([NH2:2])[CH2:10][CH2:9]1, predict the reactants needed to synthesize it. The reactants are: [C:1]([C:3]1[N:8]=[CH:7][CH:6]=[CH:5][N:4]=1)#[N:2].[CH2:9]1COC[CH2:10]1.C([Mg]Br)C.B(F)(F)F. (6) Given the product [C:32]([N:15]1[CH2:16][CH2:17][C@H:13]([O:12][C:9]2[C:10]3[C:5](=[CH:4][CH:3]=[C:2]([Cl:1])[CH:11]=3)[CH:6]=[C:7]([C:18]3[NH:22][C:21](=[O:23])[NH:20][N:19]=3)[N:8]=2)[CH2:14]1)(=[O:35])[CH:33]=[CH2:34], predict the reactants needed to synthesize it. The reactants are: [Cl:1][C:2]1[CH:11]=[C:10]2[C:5]([CH:6]=[C:7]([C:18]3[NH:22][C:21](=[O:23])[NH:20][N:19]=3)[N:8]=[C:9]2[O:12][C@H:13]2[CH2:17][CH2:16][NH:15][CH2:14]2)=[CH:4][CH:3]=1.CC1C=CC=C(C)N=1.[C:32](Cl)(=[O:35])[CH:33]=[CH2:34]. (7) The reactants are: C(OC([N:8]1[CH2:12][C@@H:11]([CH2:13][N:14]([CH:32]([CH3:34])[CH3:33])[C:15]([C:17]2[CH:25]=[C:24]3[C:20]([C:21]([CH3:31])=[CH:22][N:23]3[CH2:26][CH2:27][CH2:28][O:29][CH3:30])=[CH:19][CH:18]=2)=[O:16])[C@H:10]([NH2:35])[CH2:9]1)=O)(C)(C)C.[CH2:36]([S:43](Cl)(=[O:45])=[O:44])[C:37]1[CH:42]=[CH:41][CH:40]=[CH:39][CH:38]=1.CC#N.O.CC#N. Given the product [CH:32]([N:14]([CH2:13][C@H:11]1[C@H:10]([NH:35][S:43]([CH2:36][C:37]2[CH:42]=[CH:41][CH:40]=[CH:39][CH:38]=2)(=[O:45])=[O:44])[CH2:9][NH:8][CH2:12]1)[C:15]([C:17]1[CH:25]=[C:24]2[C:20]([C:21]([CH3:31])=[CH:22][N:23]2[CH2:26][CH2:27][CH2:28][O:29][CH3:30])=[CH:19][CH:18]=1)=[O:16])([CH3:34])[CH3:33], predict the reactants needed to synthesize it. (8) The reactants are: [Cl:1][C:2]1[CH:3]=[C:4]([CH:6]=[CH:7][C:8]=1[Cl:9])[NH2:5].Cl[C:11]1[CH:16]=[C:15]([CH2:17][O:18][CH3:19])[N:14]=[CH:13][N:12]=1. Given the product [Cl:1][C:2]1[CH:3]=[C:4]([NH:5][C:11]2[CH:16]=[C:15]([CH2:17][O:18][CH3:19])[N:14]=[CH:13][N:12]=2)[CH:6]=[CH:7][C:8]=1[Cl:9], predict the reactants needed to synthesize it.